Predict the reaction yield, written as a fraction of the theoretical maximum amount of product (1.0 means a 100% yield; for example, 0.34 means a 34% yield). From a dataset of Reaction yield outcomes from USPTO patents with 853,638 reactions. (1) The reactants are [CH3:1][O:2][CH2:3][CH2:4][O:5][C:6]1[CH:11]=[C:10]([N+:12]([O-])=O)[CH:9]=[CH:8][C:7]=1[N:15]1[CH2:20][CH2:19][N:18]([CH3:21])[CH2:17][CH2:16]1.C(O[CH:25]=[C:26]([C:32]([O:34][CH2:35][CH3:36])=[O:33])[C:27]([O:29][CH2:30][CH3:31])=[O:28])C. The catalyst is [Pd].CO. The product is [CH3:1][O:2][CH2:3][CH2:4][O:5][C:6]1[CH:11]=[C:10]([NH:12][CH:25]=[C:26]([C:27]([O:29][CH2:30][CH3:31])=[O:28])[C:32]([O:34][CH2:35][CH3:36])=[O:33])[CH:9]=[CH:8][C:7]=1[N:15]1[CH2:20][CH2:19][N:18]([CH3:21])[CH2:17][CH2:16]1. The yield is 0.640. (2) The reactants are [Br-].[CH3:2][O:3][C:4]1[CH:9]=[CH:8][C:7]([CH2:10][P+](C2C=CC=CC=2)(C2C=CC=CC=2)C2C=CC=CC=2)=[CH:6][CH:5]=1.[CH3:30][CH:31]([CH2:34][CH2:35][CH2:36][CH2:37][CH2:38][CH2:39][CH2:40][CH2:41][CH3:42])[CH:32]=O. The catalyst is C1COCC1. The product is [CH3:2][O:3][C:4]1[CH:5]=[CH:6][C:7]([CH:10]=[CH:30][CH:31]([CH3:32])[CH2:34][CH2:35][CH2:36][CH2:37][CH2:38][CH2:39][CH2:40][CH2:41][CH3:42])=[CH:8][CH:9]=1. The yield is 0.530. (3) The reactants are [CH3:1][C:2]1([CH3:9])[CH2:7][CH2:6][C:5](=[O:8])[CH:4]=[CH:3]1. The catalyst is [Pd].CCOC(C)=O. The product is [CH3:1][C:2]1([CH3:9])[CH2:7][CH2:6][C:5](=[O:8])[CH2:4][CH2:3]1. The yield is 0.820. (4) The reactants are [CH2:1]([N:8]([CH2:22][C:23]([O:25]CC)=O)[C:9]1[C:18]([N+:19]([O-])=O)=[CH:17][C:12]([C:13]([O:15][CH3:16])=[O:14])=[CH:11][N:10]=1)[C:2]1[CH:7]=[CH:6][CH:5]=[CH:4][CH:3]=1.P(OC1C=CC=CC=1)(OC1C=CC=CC=1)OC1C=CC=CC=1.[H][H]. The catalyst is ClCCl.[NH4+].[O-][V](=O)=O.[Pt]. The product is [CH2:1]([N:8]1[CH2:22][C:23](=[O:25])[NH:19][C:18]2[CH:17]=[C:12]([C:13]([O:15][CH3:16])=[O:14])[CH:11]=[N:10][C:9]1=2)[C:2]1[CH:7]=[CH:6][CH:5]=[CH:4][CH:3]=1. The yield is 0.710. (5) The reactants are [C:1]1([C:7]2[O:11][C:10]([C:12]([OH:14])=O)=[CH:9][CH:8]=2)[CH:6]=[CH:5][CH:4]=[CH:3][CH:2]=1.[NH2:15][C:16]1[CH:25]=[CH:24][C:23]([Cl:26])=[CH:22][C:17]=1[C:18]([O:20]C)=[O:19]. No catalyst specified. The product is [Cl:26][C:23]1[CH:24]=[CH:25][C:16]([NH:15][C:12]([C:10]2[O:11][C:7]([C:1]3[CH:2]=[CH:3][CH:4]=[CH:5][CH:6]=3)=[CH:8][CH:9]=2)=[O:14])=[C:17]([CH:22]=1)[C:18]([OH:20])=[O:19]. The yield is 0.770. (6) The reactants are C([N:8](CC1C=CC=CC=1)[CH:9]1[CH2:13][CH:12]([C:14]([O:16][CH2:17][CH3:18])=[O:15])[CH:11]([CH3:19])[CH2:10]1)C1C=CC=CC=1. The catalyst is CCO. The product is [NH2:8][CH:9]1[CH2:13][CH:12]([C:14]([O:16][CH2:17][CH3:18])=[O:15])[CH:11]([CH3:19])[CH2:10]1. The yield is 0.960. (7) The reactants are C([Li])CCC.[CH2:6]([C:8]1[CH:13]=[CH:12][CH:11]=[CH:10][N:9]=1)[CH3:7].[CH:14](=[O:21])[C:15]1[CH:20]=[CH:19][CH:18]=[CH:17][CH:16]=1. The catalyst is C1COCC1. The product is [C:15]1([CH:14]([OH:21])[CH:6]([C:8]2[CH:13]=[CH:12][CH:11]=[CH:10][N:9]=2)[CH3:7])[CH:20]=[CH:19][CH:18]=[CH:17][CH:16]=1. The yield is 0.910.